This data is from Full USPTO retrosynthesis dataset with 1.9M reactions from patents (1976-2016). The task is: Predict the reactants needed to synthesize the given product. (1) The reactants are: [CH:1]1([C:4]2[CH:5]=[C:6]([C:16]([OH:18])=O)[C:7]3[CH:12]=[N:11][N:10]([CH:13]([CH3:15])[CH3:14])[C:8]=3[N:9]=2)[CH2:3][CH2:2]1.[NH2:19][CH2:20][C:21]1[C:22](=[O:31])[NH:23][C:24]([CH3:30])=[CH:25][C:26]=1[CH:27]([CH3:29])[CH3:28].C(O)(C(F)(F)F)=O.C1C=NC2N(O)N=NC=2C=1.C(Cl)CCl.CN1CCOCC1. Given the product [CH:1]1([C:4]2[CH:5]=[C:6]([C:16]([NH:19][CH2:20][C:21]3[C:22](=[O:31])[NH:23][C:24]([CH3:30])=[CH:25][C:26]=3[CH:27]([CH3:28])[CH3:29])=[O:18])[C:7]3[CH:12]=[N:11][N:10]([CH:13]([CH3:14])[CH3:15])[C:8]=3[N:9]=2)[CH2:2][CH2:3]1, predict the reactants needed to synthesize it. (2) Given the product [NH:26]([C:27]1[N:29]=[C:7]([C:9]2[NH:13][C:12]([CH3:14])=[N:11][CH:10]=2)[CH:6]=[CH:5][N:28]=1)[C:20]1[CH:25]=[CH:24][CH:23]=[CH:22][CH:21]=1, predict the reactants needed to synthesize it. The reactants are: [H-].[Na+].CN(C)[CH:5]=[CH:6][C:7]([C:9]1[NH:13][C:12]([CH3:14])=[N:11][CH:10]=1)=O.C(=O)(O)O.[C:20]1([NH:26][C:27]([NH2:29])=[NH:28])[CH:25]=[CH:24][CH:23]=[CH:22][CH:21]=1. (3) Given the product [CH2:32]([O:39][C:13]1[N:12]=[C:11]2[C:7]([N:8]=[CH:9][N:10]2[CH2:18][C:19]2[CH:20]=[CH:21][C:22]([O:25][CH3:26])=[CH:23][CH:24]=2)=[C:6]([C:2]2[O:1][CH:5]=[CH:4][CH:3]=2)[N:14]=1)[C:33]1[CH:38]=[CH:37][CH:36]=[CH:35][CH:34]=1, predict the reactants needed to synthesize it. The reactants are: [O:1]1[CH:5]=[CH:4][CH:3]=[C:2]1[C:6]1[N:14]=[C:13]([N+]([O-])=O)[N:12]=[C:11]2[C:7]=1[N:8]=[CH:9][N:10]2[CH2:18][C:19]1[CH:24]=[CH:23][C:22]([O:25][CH3:26])=[CH:21][CH:20]=1.[F-].[K+].C(Cl)Cl.[CH2:32]([OH:39])[C:33]1[CH:38]=[CH:37][CH:36]=[CH:35][CH:34]=1. (4) Given the product [N+:8]([C:6]1[CH:5]=[CH:4][C:3]2[O:11][CH2:20][C:21](=[O:22])[NH:1][C:2]=2[CH:7]=1)([O-:10])=[O:9], predict the reactants needed to synthesize it. The reactants are: [NH2:1][C:2]1[CH:7]=[C:6]([N+:8]([O-:10])=[O:9])[CH:5]=[CH:4][C:3]=1[OH:11].C(N(CC)CC)C.Cl[CH2:20][C:21](Cl)=[O:22].